This data is from Catalyst prediction with 721,799 reactions and 888 catalyst types from USPTO. The task is: Predict which catalyst facilitates the given reaction. (1) Reactant: [NH2:1][C:2]1[C:3]([NH:13][CH2:14][CH2:15][CH2:16][OH:17])=[C:4]([CH:9]=[CH:10][C:11]=1[Cl:12])[C:5]([O:7][CH3:8])=[O:6].[Cl:18][C:19]1[CH:24]=[C:23]([Cl:25])[CH:22]=[C:21]([CH3:26])[C:20]=1[N:27]=[C:28]=[S:29]. Product: [Cl:12][C:11]1[CH:10]=[CH:9][C:4]([C:5]([O:7][CH3:8])=[O:6])=[C:3]([NH:13][CH2:14][CH2:15][CH2:16][OH:17])[C:2]=1[NH:1][C:28](=[S:29])[NH:27][C:20]1[C:21]([CH3:26])=[CH:22][C:23]([Cl:25])=[CH:24][C:19]=1[Cl:18]. The catalyst class is: 685. (2) Reactant: Cl.[Cl:2][C:3]1[C:8]([C:9]([NH2:11])=[NH:10])=[CH:7][N:6]=[C:5]([O:12][CH3:13])[CH:4]=1.C(=O)(O)[O-].[K+].Br[CH2:20][C:21]([C:23]1[N:24]([CH:29]([CH3:31])[CH3:30])[N:25]=[C:26]([CH3:28])[N:27]=1)=O. Product: [Cl:2][C:3]1[C:8]([C:9]2[NH:11][CH:20]=[C:21]([C:23]3[N:24]([CH:29]([CH3:31])[CH3:30])[N:25]=[C:26]([CH3:28])[N:27]=3)[N:10]=2)=[CH:7][N:6]=[C:5]([O:12][CH3:13])[CH:4]=1. The catalyst class is: 20. (3) Reactant: C([N:3](CC)CC)C.Cl.[CH:9]1([CH2:14][NH2:15])[CH2:13][CH2:12][CH2:11][CH2:10]1.O=[C:17]1[CH2:22][CH2:21][N:20]([C:23]([O:25][C:26]([CH3:29])([CH3:28])[CH3:27])=[O:24])[CH2:19][CH2:18]1.[BH4-].[Na+]. The catalyst class is: 5. Product: [NH3:3].[CH:9]1([CH2:14][NH:15][CH:17]2[CH2:22][CH2:21][N:20]([C:23]([O:25][C:26]([CH3:29])([CH3:28])[CH3:27])=[O:24])[CH2:19][CH2:18]2)[CH2:13][CH2:12][CH2:11][CH2:10]1. (4) Reactant: Cl.Cl.[NH2:3][C:4]1[C:8]([NH2:9])=[CH:7][S:6][CH:5]=1.C1COCC1.C(N(C(C)C)C(C)C)C.[Cl:24][C:25]1[CH:30]=[CH:29][CH:28]=[C:27]([Cl:31])[C:26]=1[N:32]=[C:33]=[S:34]. Product: [NH2:3][C:4]1[C:8]([NH:9][C:33]([NH:32][C:26]2[C:27]([Cl:31])=[CH:28][CH:29]=[CH:30][C:25]=2[Cl:24])=[S:34])=[CH:7][S:6][CH:5]=1. The catalyst class is: 13. (5) Reactant: [CH3:1][O:2][C:3]([C:5]1[CH:13]=[CH:12][C:8]([C:9]([OH:11])=O)=[CH:7][CH:6]=1)=[O:4].C(Cl)(=O)C(Cl)=O.Cl.[CH2:21]([O:23][C:24]1[CH:25]=[C:26]([C@@H:32]2[C@H:37]([NH2:38])[CH2:36][CH2:35][S:34][CH2:33]2)[CH:27]=[CH:28][C:29]=1[O:30][CH3:31])[CH3:22].CCN(C(C)C)C(C)C. The catalyst class is: 59. Product: [CH2:21]([O:23][C:24]1[CH:25]=[C:26]([C@@H:32]2[C@H:37]([NH:38][C:9]([C:8]3[CH:7]=[CH:6][C:5]([C:3]([O:2][CH3:1])=[O:4])=[CH:13][CH:12]=3)=[O:11])[CH2:36][CH2:35][S:34][CH2:33]2)[CH:27]=[CH:28][C:29]=1[O:30][CH3:31])[CH3:22]. (6) Reactant: C(OC([N:8]1[C:17]2[C:12](=[CH:13][C:14]([Br:18])=[CH:15][N:16]=2)[C:11](=[O:19])[CH2:10][CH2:9]1)=O)(C)(C)C.Cl.O1CCOCC1. Product: [Br:18][C:14]1[CH:13]=[C:12]2[C:17](=[N:16][CH:15]=1)[NH:8][CH2:9][CH2:10][C:11]2=[O:19]. The catalyst class is: 5. (7) Reactant: [Cl:1][C:2]1[N:3]=[N:4][C:5]([C:17]2[CH:22]=[CH:21][CH:20]=[CH:19][CH:18]=2)=[C:6]([Cl:16])[C:7]=1[CH:8]([C:10]1[CH:15]=[CH:14][CH:13]=[CH:12][CH:11]=1)[OH:9]. Product: [Cl:1][C:2]1[N:3]=[N:4][C:5]([C:17]2[CH:22]=[CH:21][CH:20]=[CH:19][CH:18]=2)=[C:6]([Cl:16])[C:7]=1[C:8]([C:10]1[CH:15]=[CH:14][CH:13]=[CH:12][CH:11]=1)=[O:9]. The catalyst class is: 661.